From a dataset of Reaction yield outcomes from USPTO patents with 853,638 reactions. Predict the reaction yield, written as a fraction of the theoretical maximum amount of product (1.0 means a 100% yield; for example, 0.34 means a 34% yield). (1) The reactants are [CH3:1][C:2]1[O:3][C:4]([C:10]2[CH:15]=[CH:14][CH:13]=[CH:12][CH:11]=2)=[CH:5][C:6]=1[C:7](Cl)=[O:8].[F:16][C:17]([F:30])([F:29])[C:18]1[CH:19]=[C:20]([NH2:28])[CH:21]=[C:22]([C:24]([F:27])([F:26])[F:25])[CH:23]=1.C(N(CC)C(C)C)(C)C.Cl.C([O-])(O)=O.[Na+]. The catalyst is ClCCl. The product is [F:16][C:17]([F:29])([F:30])[C:18]1[CH:19]=[C:20]([NH:28][C:7]([C:6]2[CH:5]=[C:4]([C:10]3[CH:15]=[CH:14][CH:13]=[CH:12][CH:11]=3)[O:3][C:2]=2[CH3:1])=[O:8])[CH:21]=[C:22]([C:24]([F:25])([F:27])[F:26])[CH:23]=1. The yield is 0.820. (2) The reactants are Cl[C:2]1[N:7]=[C:6]([NH:8][C:9]([C:11]2([C:14]3[CH:15]=[CH:16][C:17]4[O:21][CH2:20][CH2:19][C:18]=4[CH:22]=3)[CH2:13][CH2:12]2)=[O:10])[CH:5]=[C:4]([CH3:23])[C:3]=1[CH3:24].[CH3:25][O:26][C:27]1[C:32](B(O)O)=[CH:31][CH:30]=[CH:29][N:28]=1.C([O-])([O-])=O.[Na+].[Na+]. The catalyst is COCCOC.C(OCC)(=O)C.C1C=CC([P]([Pd]([P](C2C=CC=CC=2)(C2C=CC=CC=2)C2C=CC=CC=2)([P](C2C=CC=CC=2)(C2C=CC=CC=2)C2C=CC=CC=2)[P](C2C=CC=CC=2)(C2C=CC=CC=2)C2C=CC=CC=2)(C2C=CC=CC=2)C2C=CC=CC=2)=CC=1. The product is [O:21]1[C:17]2[CH:16]=[CH:15][C:14]([C:11]3([C:9]([NH:8][C:6]4[N:7]=[C:2]([C:32]5[C:27]([O:26][CH3:25])=[N:28][CH:29]=[CH:30][CH:31]=5)[C:3]([CH3:24])=[C:4]([CH3:23])[CH:5]=4)=[O:10])[CH2:13][CH2:12]3)=[CH:22][C:18]=2[CH2:19][CH2:20]1. The yield is 0.924.